From a dataset of Forward reaction prediction with 1.9M reactions from USPTO patents (1976-2016). Predict the product of the given reaction. (1) Given the reactants [F:1][C:2]1[CH:8]=[CH:7][C:5]([NH2:6])=[C:4]([CH3:9])[CH:3]=1.[C:10]([O:13]C(=O)C)(=O)[CH3:11].[Br:17]Br, predict the reaction product. The product is: [Br:17][C:8]1[C:2]([F:1])=[CH:3][C:4]([CH3:9])=[C:5]([NH:6][C:10](=[O:13])[CH3:11])[CH:7]=1. (2) Given the reactants [C:1]([O:4][C@H:5]1[CH2:10][CH2:9][C@@:8]([C@H:12]2[CH2:20][CH2:19][C@@:18]3([CH3:21])[C@@H:14]([CH2:15][CH2:16][C:17]3=[CH2:22])[C@@H:13]2[CH2:23][OH:24])([CH3:11])[C@@H:7]([CH2:25][OH:26])[CH2:6]1)(=[O:3])[CH3:2].[CH3:27][C:28]([Si:31](Cl)([CH3:33])[CH3:32])([CH3:30])[CH3:29].N1C=CN=C1.O, predict the reaction product. The product is: [C:1]([O:4][C@H:5]1[CH2:10][CH2:9][C@@:8]([C@H:12]2[CH2:20][CH2:19][C@@:18]3([CH3:21])[C@@H:14]([CH2:15][CH2:16][C:17]3=[CH2:22])[C@@H:13]2[CH2:23][OH:24])([CH3:11])[C@@H:7]([CH2:25][O:26][Si:31]([C:28]([CH3:30])([CH3:29])[CH3:27])([CH3:33])[CH3:32])[CH2:6]1)(=[O:3])[CH3:2]. (3) Given the reactants P([O-])([O-])([O-])=O.[K+].[K+].[K+].I[C:10]1[CH:15]=[CH:14][C:13]([N+:16]([O-:18])=[O:17])=[CH:12][C:11]=1[CH3:19].[CH3:20][N:21]1[CH2:26][CH2:25][CH2:24][NH:23][C:22]1=[O:27].NCCN, predict the reaction product. The product is: [CH3:20][N:21]1[CH2:26][CH2:25][CH2:24][N:23]([C:10]2[CH:15]=[CH:14][C:13]([N+:16]([O-:18])=[O:17])=[CH:12][C:11]=2[CH3:19])[C:22]1=[O:27].